This data is from Full USPTO retrosynthesis dataset with 1.9M reactions from patents (1976-2016). The task is: Predict the reactants needed to synthesize the given product. Given the product [CH2:1]([O:3][C:4]([C:6]1[O:7][C:8]2[CH:15]=[CH:14][CH:13]=[C:12]([N:16]([S:17]([CH3:20])(=[O:18])=[O:19])[CH3:21])[C:9]=2[C:10]=1[CH3:11])=[O:5])[CH3:2], predict the reactants needed to synthesize it. The reactants are: [CH2:1]([O:3][C:4]([C:6]1[O:7][C:8]2[CH:15]=[CH:14][CH:13]=[C:12]([NH:16][S:17]([CH3:20])(=[O:19])=[O:18])[C:9]=2[C:10]=1[CH3:11])=[O:5])[CH3:2].[C:21]([O-])([O-])=O.[K+].[K+].IC.